From a dataset of Reaction yield outcomes from USPTO patents with 853,638 reactions. Predict the reaction yield, written as a fraction of the theoretical maximum amount of product (1.0 means a 100% yield; for example, 0.34 means a 34% yield). (1) The reactants are [CH2:1]([NH:8][NH:9][C:10]([C:12]1[O:16][N:15]=[C:14]([C:17]2[CH:22]=[CH:21][C:20]([O:23][C:24]([F:27])([F:26])[F:25])=[CH:19][CH:18]=2)[N:13]=1)=O)[C:2]1[CH:7]=[CH:6][CH:5]=[CH:4][CH:3]=1.Cl.[C:29](=N)([NH2:36])[C:30]1[CH:35]=[CH:34][CH:33]=[N:32][CH:31]=1.[OH-:38].[Na+].[CH2:40]([OH:42])C. No catalyst specified. The product is [F:27][C:24]([F:25])([F:26])[C:40]([O-:42])=[O:38].[CH2:1]([N:8]1[C:29]([C:30]2[CH:31]=[NH+:32][CH:33]=[CH:34][CH:35]=2)=[N:36][C:10]([C:12]2[O:16][N:15]=[C:14]([C:17]3[CH:22]=[CH:21][C:20]([O:23][C:24]([F:27])([F:26])[F:25])=[CH:19][CH:18]=3)[N:13]=2)=[N:9]1)[C:2]1[CH:7]=[CH:6][CH:5]=[CH:4][CH:3]=1. The yield is 0.0300. (2) The catalyst is C(O)C. The yield is 0.750. The reactants are [O:1]=[C:2]1[C:10]2([C:14]3=[CH:15][C:16]4[O:20][CH2:19][O:18][C:17]=4[CH:21]=[C:13]3[O:12][CH2:11]2)[C:9]2[C:4](=[CH:5][CH:6]=[CH:7][CH:8]=2)[N:3]1[CH2:22][CH2:23][CH2:24][N:25]1C(=O)C2C(=CC=CC=2)C1=O.O.NN. The product is [NH2:25][CH2:24][CH2:23][CH2:22][N:3]1[C:4]2[C:9](=[CH:8][CH:7]=[CH:6][CH:5]=2)[C:10]2([C:14]3=[CH:15][C:16]4[O:20][CH2:19][O:18][C:17]=4[CH:21]=[C:13]3[O:12][CH2:11]2)[C:2]1=[O:1]. (3) The reactants are [NH:1]1[C:9]2[C:4](=[CH:5][CH:6]=[CH:7][CH:8]=2)[C:3]2([C:21]3[C:12](=[CH:13][C:14]4[O:19][CH2:18][CH2:17][O:16][C:15]=4[CH:20]=3)[O:11][CH2:10]2)[C:2]1=[O:22].[CH3:23][C:24]1[N:29]=[C:28]([CH2:30]O)[CH:27]=[CH:26][CH:25]=1.C1(P(C2C=CC=CC=2)C2C=CC=CC=2)C=CC=CC=1.N(C(OCC)=O)=NC(OCC)=O. The catalyst is C1C=CC=CC=1.O1CCCC1. The product is [CH3:30][C:28]1[N:29]=[C:24]([CH2:23][N:1]2[C:9]3[C:4](=[CH:5][CH:6]=[CH:7][CH:8]=3)[C:3]3([C:21]4[C:12](=[CH:13][C:14]5[O:19][CH2:18][CH2:17][O:16][C:15]=5[CH:20]=4)[O:11][CH2:10]3)[C:2]2=[O:22])[CH:25]=[CH:26][CH:27]=1. The yield is 0.410. (4) The reactants are Br[C:2]1[CH:3]=[C:4]([NH:10][S:11]([C:14]2[CH:19]=[CH:18][C:17]([OH:20])=[C:16]([CH3:21])[CH:15]=2)(=[O:13])=[O:12])[C:5]([O:8][CH3:9])=[N:6][CH:7]=1.[B:22]1([B:22]2[O:26][C:25]([CH3:28])([CH3:27])[C:24]([CH3:30])([CH3:29])[O:23]2)[O:26][C:25]([CH3:28])([CH3:27])[C:24]([CH3:30])([CH3:29])[O:23]1.C([O-])(=O)C.[K+]. The catalyst is O1CCOCC1. The product is [OH:20][C:17]1[CH:18]=[CH:19][C:14]([S:11]([NH:10][C:4]2[C:5]([O:8][CH3:9])=[N:6][CH:7]=[C:2]([B:22]3[O:26][C:25]([CH3:28])([CH3:27])[C:24]([CH3:30])([CH3:29])[O:23]3)[CH:3]=2)(=[O:13])=[O:12])=[CH:15][C:16]=1[CH3:21]. The yield is 0.700.